Dataset: Reaction yield outcomes from USPTO patents with 853,638 reactions. Task: Predict the reaction yield, written as a fraction of the theoretical maximum amount of product (1.0 means a 100% yield; for example, 0.34 means a 34% yield). (1) The reactants are Br[C:2]1[CH:3]=[C:4]2[N:9]([CH:10]=1)[N:8]=[CH:7][N:6]=[C:5]2[NH2:11].[CH3:12][Zn]C. The catalyst is O1CCOCC1. The product is [CH3:12][C:2]1[CH:3]=[C:4]2[N:9]([CH:10]=1)[N:8]=[CH:7][N:6]=[C:5]2[NH2:11]. The yield is 0.790. (2) The reactants are [Br:1][C:2]1[CH:8]=[CH:7][C:5]([NH2:6])=[C:4](I)[CH:3]=1.[C:10]([CH:12]1[CH2:16][CH2:15][N:14]([C:17]([O:19][C:20]([CH3:23])([CH3:22])[CH3:21])=[O:18])[CH2:13]1)#[CH:11].CCN(CC)CC. The catalyst is [Cu]I.Cl[Pd](Cl)([P](C1C=CC=CC=1)(C1C=CC=CC=1)C1C=CC=CC=1)[P](C1C=CC=CC=1)(C1C=CC=CC=1)C1C=CC=CC=1.C(#N)C. The product is [NH2:6][C:5]1[CH:7]=[CH:8][C:2]([Br:1])=[CH:3][C:4]=1[C:11]#[C:10][CH:12]1[CH2:16][CH2:15][N:14]([C:17]([O:19][C:20]([CH3:23])([CH3:22])[CH3:21])=[O:18])[CH2:13]1. The yield is 0.950. (3) The reactants are [F:1][C:2]1[CH:10]=[C:9]2[C:5]([C:6]([CH2:12][NH:13][CH3:14])=[CH:7][N:8]2[CH3:11])=[CH:4][CH:3]=1.CNCC1C2C=CC=CC=2N2CCCC=12.[NH2:30][C:31]1[N:36]=[CH:35][C:34](/[CH:37]=[CH:38]/[C:39]([OH:41])=O)=[CH:33][CH:32]=1.Cl.O=C1NC2N=CC(/C=C/C(O)=O)=CC=2CC1. No catalyst specified. The product is [NH2:30][C:31]1[N:36]=[CH:35][C:34](/[CH:37]=[CH:38]/[C:39]([N:13]([CH2:12][C:6]2[C:5]3[C:9](=[CH:10][C:2]([F:1])=[CH:3][CH:4]=3)[N:8]([CH3:11])[CH:7]=2)[CH3:14])=[O:41])=[CH:33][CH:32]=1. The yield is 0.270. (4) The reactants are C1(P(C2CCCCC2)C2CCCCC2)CCCCC1.CCCCCC[CH2:26][CH2:27][CH2:28][CH2:29][CH2:30][CH2:31][CH3:32].CO[C:35]1[CH:36]=[C:37]2[C:42](=[CH:43][CH:44]=1)[CH2:41][CH2:40][CH2:39][CH2:38]2.C1(C)C(C2C(C)=CC=CC=2)=CC=CC=1. No catalyst specified. The product is [CH3:32][C:31]1[CH:26]=[CH:27][C:28]([C:35]2[CH:36]=[C:37]3[C:42](=[CH:43][CH:44]=2)[CH2:41][CH2:40][CH2:39][CH2:38]3)=[CH:29][CH:30]=1. The yield is 0.760. (5) The reactants are [CH:1]1([C:6]([C:8](=[CH:13]N(C)C)[C:9]([O:11][CH3:12])=[O:10])=O)[CH2:5][CH2:4][CH2:3][CH2:2]1.Br.[O:18]1[CH2:23][CH2:22][N:21]([C:24]([NH2:26])=[NH:25])[CH2:20][CH2:19]1.C[O-].[Na+]. The catalyst is CO. The product is [CH:1]1([C:6]2[C:8]([C:9]([O:11][CH3:12])=[O:10])=[CH:13][N:26]=[C:24]([N:21]3[CH2:22][CH2:23][O:18][CH2:19][CH2:20]3)[N:25]=2)[CH2:5][CH2:4][CH2:3][CH2:2]1. The yield is 0.620. (6) The reactants are [F:1][C:2]1[CH:7]=[CH:6][C:5]([F:8])=[CH:4][C:3]=1[C@@H:9]1[CH2:13][C@H:12]([F:14])[CH2:11][N:10]1[C:15]1[CH:20]=[CH:19][N:18]2[N:21]=[CH:22][C:23]([C:24]([O:26]CC)=[O:25])=[C:17]2[N:16]=1.[Li+].[OH-]. The catalyst is CCO.O. The product is [F:1][C:2]1[CH:7]=[CH:6][C:5]([F:8])=[CH:4][C:3]=1[C@@H:9]1[CH2:13][C@H:12]([F:14])[CH2:11][N:10]1[C:15]1[CH:20]=[CH:19][N:18]2[N:21]=[CH:22][C:23]([C:24]([OH:26])=[O:25])=[C:17]2[N:16]=1. The yield is 0.950.